From a dataset of Catalyst prediction with 721,799 reactions and 888 catalyst types from USPTO. Predict which catalyst facilitates the given reaction. (1) Reactant: [S:1]1[C:5]2[CH:6]=[CH:7][CH:8]=[CH:9][C:4]=2[N:3]=[C:2]1[NH:10][C:11]1[CH:26]=[CH:25][C:14]([O:15][C:16]2[N:24]=[CH:23][CH:22]=[CH:21][C:17]=2[C:18](O)=[O:19])=[CH:13][CH:12]=1.[CH:27]1([CH:30]([NH2:32])C)[CH2:29][CH2:28]1.C(N(CC)CC)C.CN(C(ON1N=NC2C=CC=NC1=2)=[N+](C)C)C.F[P-](F)(F)(F)(F)F. The catalyst class is: 35. Product: [S:1]1[C:5]2[CH:6]=[CH:7][CH:8]=[CH:9][C:4]=2[N:3]=[C:2]1[NH:10][C:11]1[CH:26]=[CH:25][C:14]([O:15][C:16]2[N:24]=[CH:23][CH:22]=[CH:21][C:17]=2[C:18]([NH:32][CH2:30][CH:27]2[CH2:29][CH2:28]2)=[O:19])=[CH:13][CH:12]=1. (2) Reactant: [CH2:1]1[C@@H:6]([NH:7][C:8]([C@@H:10]([OH:14])[CH2:11][CH2:12][NH2:13])=[O:9])[C@H:5]([O:15][C@H:16]2[O:21][C@H:20]([CH2:22][OH:23])[C@@H:19]([OH:24])[C@H:18]([NH2:25])[C@H:17]2[OH:26])[C@@H:4]([OH:27])[C@H:3]([O:28][C@H:29]2[O:34][C@H:33]([CH2:35][NH2:36])[C@@H:32]([OH:37])[C@H:31]([OH:38])[C@H:30]2[OH:39])[C@H:2]1[NH2:40].OS(O)(=O)=O.[Na+].[Cl-].[OH-].[Na+].CCCCCCCCCCCCCCCC(OC[C@@H](OC(CCCCCCCCCCCCCCC)=O)COP(OCC[N+](C)(C)C)([O-])=O)=O.CC(CCC[C@H]([C@@H]1[C@]2(C)[C@H]([C@H]3[C@H](CC2)[C@]2(C)C(C[C@H](CC2)O)=CC3)CC1)C)C. Product: [CH2:1]1[C@@H:6]([NH:7][C:8]([C@@H:10]([OH:14])[CH2:11][CH2:12][NH2:13])=[O:9])[C@H:5]([O:15][C@H:16]2[O:21][C@H:20]([CH2:22][OH:23])[C@@H:19]([OH:24])[C@H:18]([NH2:25])[C@H:17]2[OH:26])[C@@H:4]([OH:27])[C@H:3]([O:28][C@H:29]2[O:34][C@H:33]([CH2:35][NH2:36])[C@@H:32]([OH:37])[C@H:31]([OH:38])[C@H:30]2[OH:39])[C@H:2]1[NH2:40]. The catalyst class is: 8.